From a dataset of Catalyst prediction with 721,799 reactions and 888 catalyst types from USPTO. Predict which catalyst facilitates the given reaction. Reactant: O1CCCC1.[S:6]1[CH:10]=[CH:9][CH:8]=[C:7]1[Li].[CH3:12][O:13][C:14]1[C:19]([CH2:20][N:21]2[CH2:26][CH2:25][CH:24]([CH2:27][CH:28]=[O:29])[CH2:23][CH2:22]2)=[CH:18][CH:17]=[CH:16][N:15]=1.O. Product: [CH3:12][O:13][C:14]1[C:19]([CH2:20][N:21]2[CH2:22][CH2:23][CH:24]([CH2:27][CH:28]([OH:29])[C:7]3[S:6][CH:10]=[CH:9][CH:8]=3)[CH2:25][CH2:26]2)=[CH:18][CH:17]=[CH:16][N:15]=1. The catalyst class is: 7.